Dataset: Reaction yield outcomes from USPTO patents with 853,638 reactions. Task: Predict the reaction yield, written as a fraction of the theoretical maximum amount of product (1.0 means a 100% yield; for example, 0.34 means a 34% yield). (1) The reactants are C([Li])CCC.[CH3:6][Si:7]([CH:10]=[N+:11]=[N-:12])([CH3:9])[CH3:8].[F:13][C:14]1[CH:19]=[C:18]([I:20])[CH:17]=[CH:16][C:15]=1[NH:21][C:22]1[CH:29]=[N:28][CH:27]=[C:26]([C:30]2[CH:35]=[CH:34][CH:33]=[CH:32][C:31]=2[F:36])[C:23]=1[C:24]#[N:25]. The catalyst is C1COCC1.CCOC(C)=O. The product is [F:13][C:14]1[CH:19]=[C:18]([I:20])[CH:17]=[CH:16][C:15]=1[NH:21][C:22]1[CH:29]=[N:28][CH:27]=[C:26]([C:30]2[CH:35]=[CH:34][CH:33]=[CH:32][C:31]=2[F:36])[C:23]=1[C:24]1[N:25]=[N:12][NH:11][C:10]=1[Si:7]([CH3:9])([CH3:8])[CH3:6]. The yield is 0.400. (2) The reactants are Cl.C(O[C:5](=[NH:14])[C:6]1[CH:11]=[CH:10][C:9]([O:12][CH3:13])=[CH:8][CH:7]=1)C.[CH:15]1([NH2:18])[CH2:17][CH2:16]1. The catalyst is C(Cl)Cl. The product is [CH:15]1([NH:18][C:5](=[NH:14])[C:6]2[CH:7]=[CH:8][C:9]([O:12][CH3:13])=[CH:10][CH:11]=2)[CH2:17][CH2:16]1. The yield is 0.820.